From a dataset of Reaction yield outcomes from USPTO patents with 853,638 reactions. Predict the reaction yield, written as a fraction of the theoretical maximum amount of product (1.0 means a 100% yield; for example, 0.34 means a 34% yield). The reactants are [CH:1]1[CH:2]=[CH:3][C:4]([NH:11][C:12]2[C:13]([Cl:19])=[CH:14][CH:15]=[CH:16][C:17]=2[Cl:18])=[C:5]([CH2:7][C:8]([OH:10])=[O:9])[CH:6]=1.OC1C2N=NNC=2C=CC=1.C1CCC(N=C=NC2CCCCC2)CC1.O[C:46]1[CH:51]=[CH:50][C:49]([C:52]2[S:56][S:55][C:54](=[S:57])[CH:53]=2)=[CH:48][CH:47]=1. The catalyst is CN(C)C=O.C(OCC)(=O)C. The product is [S:57]=[C:54]1[S:55][S:56][C:52]([C:49]2[CH:48]=[CH:47][C:46]([O:9][C:8](=[O:10])[CH2:7][C:5]3[CH:6]=[CH:1][CH:2]=[CH:3][C:4]=3[NH:11][C:12]3[C:13]([Cl:19])=[CH:14][CH:15]=[CH:16][C:17]=3[Cl:18])=[CH:51][CH:50]=2)=[CH:53]1. The yield is 0.740.